Dataset: Peptide-MHC class II binding affinity with 134,281 pairs from IEDB. Task: Regression. Given a peptide amino acid sequence and an MHC pseudo amino acid sequence, predict their binding affinity value. This is MHC class II binding data. (1) The peptide sequence is GELQIVDKADAAFKI. The MHC is DRB1_0802 with pseudo-sequence DRB1_0802. The binding affinity (normalized) is 0.540. (2) The peptide sequence is EAIIRILQQLLFIHFRIGCQHSR. The MHC is DRB1_0802 with pseudo-sequence DRB1_0802. The binding affinity (normalized) is 0.621. (3) The peptide sequence is DMTYRRLISMMGFKM. The MHC is DRB1_0701 with pseudo-sequence DRB1_0701. The binding affinity (normalized) is 0.618.